Dataset: Catalyst prediction with 721,799 reactions and 888 catalyst types from USPTO. Task: Predict which catalyst facilitates the given reaction. Reactant: [CH3:1][S:2]([C:5]1[CH:10]=[CH:9][C:8]([C:11]2[N:16]=[C:15]([C:17]([F:20])([F:19])[F:18])[N:14]=[C:13]([N:21]3[CH2:26][CH2:25][NH:24][CH2:23][CH2:22]3)[C:12]=2[C:27]2[CH:32]=[CH:31][CH:30]=[CH:29][CH:28]=2)=[CH:7][CH:6]=1)(=[O:4])=[O:3].[S:33]1[CH:37]=[CH:36][CH:35]=[C:34]1[C:38](O)=[O:39].CCN=C=NCCCN(C)C.C1C=CC2N(O)N=NC=2C=1. Product: [CH3:1][S:2]([C:5]1[CH:6]=[CH:7][C:8]([C:11]2[N:16]=[C:15]([C:17]([F:20])([F:19])[F:18])[N:14]=[C:13]([N:21]3[CH2:22][CH2:23][N:24]([C:38]([C:34]4[S:33][CH:37]=[CH:36][CH:35]=4)=[O:39])[CH2:25][CH2:26]3)[C:12]=2[C:27]2[CH:32]=[CH:31][CH:30]=[CH:29][CH:28]=2)=[CH:9][CH:10]=1)(=[O:4])=[O:3]. The catalyst class is: 42.